Dataset: Blood-brain barrier permeability classification from the B3DB database. Task: Regression/Classification. Given a drug SMILES string, predict its absorption, distribution, metabolism, or excretion properties. Task type varies by dataset: regression for continuous measurements (e.g., permeability, clearance, half-life) or binary classification for categorical outcomes (e.g., BBB penetration, CYP inhibition). Dataset: b3db_classification. The result is 0 (does not penetrate BBB). The compound is CO/N=C(/C(=O)N[C@@H]1C(=O)N(OCC(=O)OCC(=O)OC(C)(C)C)[C@H]1C)c1csc(N)n1.